Dataset: Catalyst prediction with 721,799 reactions and 888 catalyst types from USPTO. Task: Predict which catalyst facilitates the given reaction. (1) The catalyst class is: 124. Product: [CH:21]1([NH:20][C:18](=[O:19])[C:17]2[CH:24]=[CH:25][C:26]([CH3:27])=[C:15]([N:9]3[C:8](=[O:28])[C:7]4[C:12](=[CH:13][CH:14]=[C:5]([O:4][CH2:3][CH2:2][NH:1][S:30]([CH3:29])(=[O:32])=[O:31])[CH:6]=4)[N:11]=[CH:10]3)[CH:16]=2)[CH2:22][CH2:23]1. Reactant: [NH2:1][CH2:2][CH2:3][O:4][C:5]1[CH:6]=[C:7]2[C:12](=[CH:13][CH:14]=1)[N:11]=[CH:10][N:9]([C:15]1[CH:16]=[C:17]([CH:24]=[CH:25][C:26]=1[CH3:27])[C:18]([NH:20][CH:21]1[CH2:23][CH2:22]1)=[O:19])[C:8]2=[O:28].[CH3:29][S:30](Cl)(=[O:32])=[O:31].C(N(CC)CC)C. (2) Reactant: C[O:2][C:3](=O)[CH2:4][O:5][C:6]1[C:11]([N+:12]([O-])=O)=[CH:10][CH:9]=[CH:8][C:7]=1[CH:15]=[CH:16][O:17][CH3:18].[Cl-].[NH4+]. Product: [CH3:18][O:17][CH:16]=[CH:15][C:7]1[C:6]2[O:5][CH2:4][C:3](=[O:2])[NH:12][C:11]=2[CH:10]=[CH:9][CH:8]=1. The catalyst class is: 406. (3) Reactant: Cl[C:2]1[C:3]2[N:10]([CH3:11])[CH:9]=[CH:8][C:4]=2[N:5]=[CH:6][N:7]=1.[NH2:12][C:13]1[C:22]2[C:17](=[CH:18][CH:19]=[CH:20][CH:21]=2)[C:16]([OH:23])=[CH:15][CH:14]=1.C(=O)([O-])[O-].[K+].[K+]. Product: [CH3:11][N:10]1[C:3]2[C:2]([O:23][C:16]3[C:17]4[C:22](=[CH:21][CH:20]=[CH:19][CH:18]=4)[C:13]([NH2:12])=[CH:14][CH:15]=3)=[N:7][CH:6]=[N:5][C:4]=2[CH:8]=[CH:9]1. The catalyst class is: 60. (4) The catalyst class is: 2. Product: [CH3:21][S:18]([NH:17][CH2:16][CH2:15][C:10]1[CH:11]=[C:12]2[C:7](=[CH:8][CH:9]=1)[CH:6]=[C:5]([O:4][CH2:3][CH2:2][NH:1][C:29](=[O:31])[CH3:30])[CH:14]=[CH:13]2)(=[O:20])=[O:19]. Reactant: [NH2:1][CH2:2][CH2:3][O:4][C:5]1[CH:6]=[C:7]2[C:12](=[CH:13][CH:14]=1)[CH:11]=[C:10]([CH2:15][CH2:16][NH:17][S:18]([CH3:21])(=[O:20])=[O:19])[CH:9]=[CH:8]2.C(N(CC)CC)C.[C:29](Cl)(=[O:31])[CH3:30].